From a dataset of NCI-60 drug combinations with 297,098 pairs across 59 cell lines. Regression. Given two drug SMILES strings and cell line genomic features, predict the synergy score measuring deviation from expected non-interaction effect. (1) Drug 1: CC1=C(C=C(C=C1)NC(=O)C2=CC=C(C=C2)CN3CCN(CC3)C)NC4=NC=CC(=N4)C5=CN=CC=C5. Drug 2: CC1CCCC2(C(O2)CC(NC(=O)CC(C(C(=O)C(C1O)C)(C)C)O)C(=CC3=CSC(=N3)C)C)C. Cell line: SK-MEL-5. Synergy scores: CSS=58.1, Synergy_ZIP=2.64, Synergy_Bliss=1.48, Synergy_Loewe=3.70, Synergy_HSA=5.91. (2) Drug 1: C1=CC(=CC=C1CC(C(=O)O)N)N(CCCl)CCCl.Cl. Drug 2: CCN(CC)CCCC(C)NC1=C2C=C(C=CC2=NC3=C1C=CC(=C3)Cl)OC. Cell line: A498. Synergy scores: CSS=21.4, Synergy_ZIP=-6.80, Synergy_Bliss=1.35, Synergy_Loewe=-9.29, Synergy_HSA=-1.04. (3) Drug 1: CC1OCC2C(O1)C(C(C(O2)OC3C4COC(=O)C4C(C5=CC6=C(C=C35)OCO6)C7=CC(=C(C(=C7)OC)O)OC)O)O. Drug 2: CC(C)(C#N)C1=CC(=CC(=C1)CN2C=NC=N2)C(C)(C)C#N. Cell line: NCIH23. Synergy scores: CSS=52.6, Synergy_ZIP=-5.42, Synergy_Bliss=-7.72, Synergy_Loewe=-8.15, Synergy_HSA=-5.51. (4) Drug 1: CC(C)(C#N)C1=CC(=CC(=C1)CN2C=NC=N2)C(C)(C)C#N. Drug 2: C1CN(CCN1C(=O)CCBr)C(=O)CCBr. Cell line: SK-MEL-5. Synergy scores: CSS=27.7, Synergy_ZIP=-8.27, Synergy_Bliss=-1.89, Synergy_Loewe=-0.171, Synergy_HSA=-0.877. (5) Drug 1: CN(C)N=NC1=C(NC=N1)C(=O)N. Drug 2: CC1C(C(CC(O1)OC2CC(CC3=C2C(=C4C(=C3O)C(=O)C5=C(C4=O)C(=CC=C5)OC)O)(C(=O)CO)O)N)O.Cl. Cell line: NCI-H460. Synergy scores: CSS=48.9, Synergy_ZIP=-1.36, Synergy_Bliss=-2.51, Synergy_Loewe=-10.3, Synergy_HSA=-0.262. (6) Drug 1: CC1=C(C=C(C=C1)C(=O)NC2=CC(=CC(=C2)C(F)(F)F)N3C=C(N=C3)C)NC4=NC=CC(=N4)C5=CN=CC=C5. Drug 2: CC1=C2C(C(=O)C3(C(CC4C(C3C(C(C2(C)C)(CC1OC(=O)C(C(C5=CC=CC=C5)NC(=O)OC(C)(C)C)O)O)OC(=O)C6=CC=CC=C6)(CO4)OC(=O)C)O)C)O. Cell line: UACC-257. Synergy scores: CSS=9.58, Synergy_ZIP=1.82, Synergy_Bliss=6.90, Synergy_Loewe=0.650, Synergy_HSA=1.70.